This data is from Catalyst prediction with 721,799 reactions and 888 catalyst types from USPTO. The task is: Predict which catalyst facilitates the given reaction. (1) Reactant: [Cl:1][C:2]1[CH:3]=[C:4]2[C:8](=[CH:9][CH:10]=1)[NH:7][CH:6]=[C:5]2[CH2:11][CH2:12][NH:13][C:14](=[O:22])[C:15]1[CH:20]=[CH:19][CH:18]=[C:17](I)[CH:16]=1.[C:23]([C:25]1[CH:26]=[C:27](B(O)O)[CH:28]=[CH:29][CH:30]=1)#[N:24].C(=O)([O-])[O-].[Na+].[Na+]. Product: [Cl:1][C:2]1[CH:3]=[C:4]2[C:8](=[CH:9][CH:10]=1)[NH:7][CH:6]=[C:5]2[CH2:11][CH2:12][NH:13][C:14]([C:15]1[CH:16]=[C:17]([C:29]2[CH:28]=[CH:27][CH:26]=[C:25]([C:23]#[N:24])[CH:30]=2)[CH:18]=[CH:19][CH:20]=1)=[O:22]. The catalyst class is: 437. (2) Reactant: C(=O)([O-])[O-].[K+].[K+].Cl[C:8]1[N:13]=[CH:12][C:11]([C:14]#[N:15])=[CH:10][CH:9]=1.[CH3:16][C:17]1[N:18]=[CH:19][NH:20][CH:21]=1. Product: [CH3:16][C:17]1[N:18]=[CH:19][N:20]([C:8]2[N:13]=[CH:12][C:11]([C:14]#[N:15])=[CH:10][CH:9]=2)[CH:21]=1. The catalyst class is: 16. (3) Reactant: [NH2:1][C:2]1[CH:3]=[C:4]([C:8]2[CH2:9][CH2:10][N:11]([C:14]([O:16][C:17]([CH3:20])([CH3:19])[CH3:18])=[O:15])[CH2:12][CH:13]=2)[CH:5]=[CH:6][CH:7]=1.C(N(C(C)C)CC)(C)C.[C:30](Cl)(=[O:34])[CH:31]([CH3:33])[CH3:32]. Product: [C:30]([NH:1][C:2]1[CH:3]=[C:4]([C:8]2[CH2:13][CH2:12][N:11]([C:14]([O:16][C:17]([CH3:20])([CH3:19])[CH3:18])=[O:15])[CH2:10][CH:9]=2)[CH:5]=[CH:6][CH:7]=1)(=[O:34])[CH:31]([CH3:33])[CH3:32]. The catalyst class is: 4.